From a dataset of Drug-target binding data from BindingDB using IC50 measurements. Regression. Given a target protein amino acid sequence and a drug SMILES string, predict the binding affinity score between them. We predict pIC50 (pIC50 = -log10(IC50 in M); higher means more potent). Dataset: bindingdb_ic50. (1) The compound is Nc1ncnc2c1sc1ncc(-c3ccc(Cl)cc3F)cc12. The target protein (P49759) has sequence MRHSKRTYCPDWDDKDWDYGKWRSSSSHKRRKRSHSSAQENKRCKYNHSKMCDSHYLESRSINEKDYHSRRYIDEYRNDYTQGCEPGHRQRDHESRYQNHSSKSSGRSGRSSYKSKHRIHHSTSHRRSHGKSHRRKRTRSVEDDEEGHLICQSGDVLSARYEIVDTLGEGAFGKVVECIDHKAGGRHVAVKIVKNVDRYCEAARSEIQVLEHLNTTDPNSTFRCVQMLEWFEHHGHICIVFELLGLSTYDFIKENGFLPFRLDHIRKMAYQICKSVNFLHSNKLTHTDLKPENILFVQSDYTEAYNPKIKRDERTLINPDIKVVDFGSATYDDEHHSTLVSTRHYRAPEVILALGWSQPCDVWSIGCILIEYYLGFTVFPTHDSKEHLAMMERILGPLPKHMIQKTRKRKYFHHDRLDWDEHSSAGRYVSRRCKPLKEFMLSQDVEHERLFDLIQKMLEYDPAKRITLREALKHPFFDLLKKSI. The pIC50 is 7.0. (2) The compound is OB(c1ccccc1)c1ccccc1. The target protein (Q9H1D0) has sequence MGPLQGDGGPALGGADVAPRLSPVRVWPRPQAPKEPALHPMGLSLPKEKGLILCLWSKFCRWFQRRESWAQSRDEQNLLQQKRIWESPLLLAAKDNDVQALNKLLKYEDCKVHQRGAMGETALHIAALYDNLEAAMVLMEAAPELVFEPMTSELYEGQTALHIAVVNQNMNLVRALLARRASVSARATGTAFRRSPCNLIYFGEHPLSFAACVNSEEIVRLLIEHGADIRAQDSLGNTVLHILILQPNKTFACQMYNLLLSYDRHGDHLQPLDLVPNHQGLTPFKLAGVEGNTVMFQHLMQKRKHTQWTYGPLTSTLYDLTEIDSSGDEQSLLELIITTKKREARQILDQTPVKELVSLKWKRYGRPYFCMLGAIYLLYIICFTMCCIYRPLKPRTNNRTSPRDNTLLQQKLLQEAYMTPKDDIRLVGELVTVIGAIIILLVEVPDIFRMGVTRFFGQTILGGPFHVLIITYAFMVLVTMVMRLISASGEVVPMSFALVL.... The pIC50 is 4.5.